This data is from Peptide-MHC class I binding affinity with 185,985 pairs from IEDB/IMGT. The task is: Regression. Given a peptide amino acid sequence and an MHC pseudo amino acid sequence, predict their binding affinity value. This is MHC class I binding data. (1) The peptide sequence is LILSCIFAF. The MHC is HLA-A32:01 with pseudo-sequence HLA-A32:01. The binding affinity (normalized) is 0.440. (2) The peptide sequence is SEGATPQDL. The MHC is HLA-B51:01 with pseudo-sequence HLA-B51:01. The binding affinity (normalized) is 0. (3) The peptide sequence is ESTINLLPY. The MHC is HLA-A30:01 with pseudo-sequence HLA-A30:01. The binding affinity (normalized) is 0.0847. (4) The peptide sequence is LALEVARQKR. The MHC is HLA-A66:01 with pseudo-sequence HLA-A66:01. The binding affinity (normalized) is 0.125. (5) The peptide sequence is FLEEMLRTRV. The MHC is HLA-A02:01 with pseudo-sequence HLA-A02:01. The binding affinity (normalized) is 0.736. (6) The peptide sequence is RELNGGAVT. The MHC is HLA-B44:03 with pseudo-sequence HLA-B44:03. The binding affinity (normalized) is 0.178.